The task is: Predict the reactants needed to synthesize the given product.. This data is from Full USPTO retrosynthesis dataset with 1.9M reactions from patents (1976-2016). Given the product [NH2:18][C:15]1[CH:16]=[CH:17][C:2]([F:1])=[C:3]([CH:14]=1)[CH2:4][CH2:5][NH:6][C:7](=[O:13])[O:8][C:9]([CH3:10])([CH3:11])[CH3:12], predict the reactants needed to synthesize it. The reactants are: [F:1][C:2]1[CH:17]=[CH:16][C:15]([N+:18]([O-])=O)=[CH:14][C:3]=1[CH2:4][CH2:5][NH:6][C:7](=[O:13])[O:8][C:9]([CH3:12])([CH3:11])[CH3:10].